Dataset: Forward reaction prediction with 1.9M reactions from USPTO patents (1976-2016). Task: Predict the product of the given reaction. Given the reactants C([O:3][CH2:4][CH2:5][CH2:6][CH2:7][O:8][C:9]1[CH:10]=[C:11]([CH2:23][N:24]([CH3:26])[CH3:25])[CH:12]=[C:13]([O:15][CH2:16][CH2:17][CH2:18][CH2:19][O:20]C=C)[CH:14]=1)=C.Cl.C(=O)(O)[O-].[Na+].C(=O)([O-])[O-].[K+].[K+], predict the reaction product. The product is: [CH3:25][N:24]([CH2:23][C:11]1[CH:10]=[C:9]([O:8][CH2:7][CH2:6][CH2:5][CH2:4][OH:3])[CH:14]=[C:13]([O:15][CH2:16][CH2:17][CH2:18][CH2:19][OH:20])[CH:12]=1)[CH3:26].